Dataset: Experimentally validated miRNA-target interactions with 360,000+ pairs, plus equal number of negative samples. Task: Binary Classification. Given a miRNA mature sequence and a target amino acid sequence, predict their likelihood of interaction. (1) The miRNA is hsa-miR-197-5p with sequence CGGGUAGAGAGGGCAGUGGGAGG. The protein sequence of the target gene is MVPCWNHGNITRSKAEELLSRTGKDGSFLVRASESISRAYALCVLYRNCVYTYRILPNEDDKFTVQASEGVSMRFFTKLDQLIEFYKKENMGLVTHLQYPVPLEEEDTGDDPEEDTVESVVSPPELPPRNIPLTASSCEAKEVPFSNENPRATETSRPSLSETLFQRLQSMDTSGLPEEHLKAIQDYLSTQLAQDSEFVKTGSSSLPHLKKLTTLLCKELYGEVIRTLPSLESLQRLFDQQLSPGLRPRPQVPGEANPINMVSKLSQLTSLLSSIEDKVKALLHEGPESPHRPSLIPPVT.... Result: 0 (no interaction). (2) The miRNA is hsa-miR-3605-3p with sequence CCUCCGUGUUACCUGUCCUCUAG. The protein sequence of the target gene is MMKSIQLCILLWCLRAVCCHSCELTNITISVEKEECRFCISINTTWCEGYCYTRDLVYKDPARPNTQKVCTFKELVYETIRLPGCARHSDSLYTYPVATECHCGKCDSDSTDCTVRGLGPSYCSFGEMKE. Result: 0 (no interaction). (3) The miRNA is hsa-miR-519d-3p with sequence CAAAGUGCCUCCCUUUAGAGUG. The protein sequence of the target gene is MGPLQFRDVAIEFSLEEWHCLDTAQRNLYRNVMLENYSNLVFLGIVVSKPDLIAHLEQGKKPLTMKRHEMVANPSVICSHFAQDLWPEQNIKDSFQKVILRRYEKRGHGNLQLIKRCESVDECKVHTGGYNGLNQCSTTTQSKVFQCDKYGKVFHKFSNSNRHNIRHTEKKPFKCIECGKAFNQFSTLITHKKIHTGEKPYICEECGKAFKYSSALNTHKRIHTGEKPYKCDKCDKAFIASSTLSKHEIIHTGKKPYKCEECGKAFNQSSTLTKHKKIHTGEKPYKCEECGKAFNQSSTL.... Result: 1 (interaction). (4) The miRNA is mmu-miR-30e-5p with sequence UGUAAACAUCCUUGACUGGAAG. The protein sequence of the target gene is MVFTQAPAEIMGHLRIRSLLARQCLAEFLGVFVLMLLTQGAVAQAVTSGETKGNFFTMFLAGSLAVTIAIYVGGNVSGAHLNPAFSLAMCIVGRLPWVKLPIYILVQLLSAFCASGATYVLYHDALQNYTGGNLTVTGPKETASIFATYPAPYLSLNNGFLDQVLGTGMLIVGLLAILDRRNKGVPAGLEPVVVGMLILALGLSMGANCGIPLNPARDLGPRLFTYVAGWGPEVFSAGNGWWWVPVVAPLVGATVGTATYQLLVALHHPEGPEPAQDLVSAQHKASELETPASAQMLECK.... Result: 0 (no interaction). (5) The miRNA is hsa-miR-4653-3p with sequence UGGAGUUAAGGGUUGCUUGGAGA. The protein sequence of the target gene is MRLLAGWLCLSLASVWLARRMWTLRSPLSRSLYVNMTSGPGGPAAAAGGGKDTHQWYVCNREKLCESLQSVFVQSYLDQGTQIFLNNSIEKSGWLFIQLYHSFVSSVFSLFMSRTSINGLLGRGSMFVFSPDQFQRLLRINPDWKTHRLLDLGAGDGEVTKIMSPHFEEIYATELSETMIWQLQKKKYRVLGINEWQNTGFQYDVISCLNLLDRCDQPLTLLKDIRSVLEPTQGRVILALVLPFHPYVENVGGKWEKPSEILEIKGQNWEEQVNSLPEVFRKAGFVVEAFTRLPYLCEGD.... Result: 0 (no interaction). (6) Result: 0 (no interaction). The miRNA is mmu-miR-1956 with sequence AGUCCAGGGCUGAGUCAGCGGA. The protein sequence of the target gene is MAQVVMSALPAEDEESSESRMVVTFLMSALESMCKELAKSKAEVACIAVYETDVFVVGTERGRAFVNTRKDFQKDFVKYCVEEEEKAAEMHKMKSTTQANRMSVDAVEIETLRKTVEDYFCFCYGKALGKSTVVPVPYEKMLRDQSAVVVQGLPEGVAFKHPEHYDLATLKWILENKAGISFIIKRPFLEPKKHLGGRVLAAEAERSMLSPSGSCGPIKVKTEPTEDSGISLEMAAVTVKEESEDPDYYQYNIQGPSETDGVDEKLPLSKALQGSHHSSEGNEGTEVEVPAEDSTQHVPS.... (7) The miRNA is mmu-miR-466i-5p with sequence UGUGUGUGUGUGUGUGUGUG. The protein sequence of the target gene is MRGTPLLLVSLFALLQPGDCRLANAEEKLMDDLLNKTRYNNLIRPATSSSQLISIRLELSLSQLISVNEREQIMTTSIWLKQEWTDYRLAWNSSCYEGVNILRIPAKRVWLPDIVLYNNADGTYEVSVYTNVIVRSNGSIQWLPPAIYKSACKIEVKHFPFDQQNCTLKFRSWTYDHTEIDMVLKSPTAIMDDFTPSGEWDIVALPGRRTVNPQDPSYVDVTYDFIIKRKPLFYTINLIIPCVLITSLAILVFYLPSDCGEKMTLCISVLLALTFFLLLISKIVPPTSLDIPLIGKYLLF.... Result: 1 (interaction). (8) The miRNA is cel-miR-360-3p with sequence UGACCGUAAUCCCGUUCACAA. The protein sequence of the target gene is MARNTLSSRFRRVDIDEFDENKFVDEQEEAAAAAAEPGPDPSEVDGLLRQGDMLRAFHAALRNSPVNTKNQAVKERAQGVVLKVLTNFKSSEIEQAVQSLDRNGVDLLMKYIYKGFEKPTENSSAVLLQWHEKALAVGGLGSIIRVLTARKTV. Result: 0 (no interaction).